Dataset: NCI-60 drug combinations with 297,098 pairs across 59 cell lines. Task: Regression. Given two drug SMILES strings and cell line genomic features, predict the synergy score measuring deviation from expected non-interaction effect. Drug 1: C1C(C(OC1N2C=NC3=C2NC=NCC3O)CO)O. Drug 2: CC1C(C(CC(O1)OC2CC(CC3=C2C(=C4C(=C3O)C(=O)C5=C(C4=O)C(=CC=C5)OC)O)(C(=O)CO)O)N)O.Cl. Cell line: SN12C. Synergy scores: CSS=35.1, Synergy_ZIP=-3.11, Synergy_Bliss=-8.20, Synergy_Loewe=-39.3, Synergy_HSA=-7.33.